This data is from Catalyst prediction with 721,799 reactions and 888 catalyst types from USPTO. The task is: Predict which catalyst facilitates the given reaction. (1) Reactant: [CH2:1]([N:5]1[C:9](=[O:10])[C:8](Cl)=[C:7]([C:12]2[CH:17]=[CH:16][CH:15]=[CH:14][CH:13]=2)[S:6]1(=[O:19])=[O:18])[CH2:2][CH2:3][CH3:4].[NH:20]1[C:28]2[C:23](=[CH:24][C:25]([NH2:29])=[CH:26][CH:27]=2)[CH:22]=[CH:21]1. Product: [CH2:1]([N:5]1[C:9](=[O:10])[C:8]([NH:29][C:25]2[CH:24]=[C:23]3[C:28](=[CH:27][CH:26]=2)[NH:20][CH:21]=[CH:22]3)=[C:7]([C:12]2[CH:17]=[CH:16][CH:15]=[CH:14][CH:13]=2)[S:6]1(=[O:19])=[O:18])[CH2:2][CH2:3][CH3:4]. The catalyst class is: 3. (2) Reactant: [F:1][C:2]1[CH:7]=[CH:6][C:5](/[CH:8]=[CH:9]/[N:10]2CCCC2)=[C:4]([N+:15]([O-:17])=[O:16])[CH:3]=1.Cl.N[NH:20][C:21]([NH2:23])=[O:22]. Product: [F:1][C:2]1[CH:7]=[CH:6][C:5]([CH2:8]/[CH:9]=[N:10]/[NH:20][C:21]([NH2:23])=[O:22])=[C:4]([N+:15]([O-:17])=[O:16])[CH:3]=1. The catalyst class is: 24. (3) Reactant: [OH:1][C:2]1[CH:22]=[CH:21][C:20]([O:23][C:24](=[O:44])[C:25]2[CH:30]=[CH:29][C:28]([O:31][CH2:32][CH2:33][CH2:34][CH2:35][CH2:36][CH2:37][O:38][C:39](=[O:43])[C:40]([CH3:42])=[CH2:41])=[CH:27][CH:26]=2)=[CH:19][C:3]=1[C:4]([O:6][CH2:7][CH2:8][CH2:9][CH2:10][CH2:11][CH2:12][O:13][C:14](=[O:18])[C:15]([CH3:17])=[CH2:16])=[O:5].[O:45]1[CH2:50][CH2:49][CH2:48][CH2:47][CH:46]1[O:51][C:52]1[CH:60]=[CH:59][C:55]([C:56](O)=[O:57])=[CH:54][CH:53]=1.C1CCC(N=C=NC2CCCCC2)CC1. Product: [C:39]([O:38][CH2:37][CH2:36][CH2:35][CH2:34][CH2:33][CH2:32][O:31][C:28]1[CH:27]=[CH:26][C:25]([C:24]([O:23][C:20]2[CH:21]=[CH:22][C:2]([O:1][C:56](=[O:57])[C:55]3[CH:54]=[CH:53][C:52]([O:51][CH:46]4[CH2:47][CH2:48][CH2:49][CH2:50][O:45]4)=[CH:60][CH:59]=3)=[C:3]([CH:19]=2)[C:4]([O:6][CH2:7][CH2:8][CH2:9][CH2:10][CH2:11][CH2:12][O:13][C:14](=[O:18])[C:15]([CH3:17])=[CH2:16])=[O:5])=[O:44])=[CH:30][CH:29]=1)(=[O:43])[C:40]([CH3:42])=[CH2:41]. The catalyst class is: 79. (4) Reactant: [CH3:1][O:2][C:3]1[CH:9]=[CH:8][C:6]([NH2:7])=[CH:5][CH:4]=1.C(N([CH2:15][CH3:16])CC)C.[Cl-].ClC1N(C)CC[NH+]1C.[CH3:26][O:27][C:28]1[C:29](=[O:55])C=[C:31]([CH2:37][C:38]2[C:43]([C:44](O)=[O:45])=[C:42]([O:47][CH2:48][C:49]3[CH:54]=[CH:53][CH:52]=[CH:51][CH:50]=3)[CH:41]=[CH:40][CH:39]=2)[C:32](=[O:36])[C:33]=1[O:34][CH3:35]. Product: [CH3:26][O:27][C:28]1[C:29](=[O:55])[C:15]([CH3:16])=[C:31]([CH2:37][C:38]2[C:43]([C:44]([NH:7][C:6]3[CH:8]=[CH:9][C:3]([O:2][CH3:1])=[CH:4][CH:5]=3)=[O:45])=[C:42]([O:47][CH2:48][C:49]3[CH:54]=[CH:53][CH:52]=[CH:51][CH:50]=3)[CH:41]=[CH:40][CH:39]=2)[C:32](=[O:36])[C:33]=1[O:34][CH3:35]. The catalyst class is: 2. (5) Reactant: [CH2:1]([N:8]([CH3:26])[C:9]([C:11]1([C:20]2[CH:25]=[CH:24][CH:23]=[CH:22][CH:21]=2)[CH2:16][CH2:15][N:14]([CH2:17][CH2:18][NH2:19])[CH2:13][CH2:12]1)=[O:10])[C:2]1[CH:7]=[CH:6][CH:5]=[CH:4][CH:3]=1.[N:27]([C:30]1[CH:35]=[C:34](/[CH:36]=[CH:37]/[C:38]2[CH:43]=[CH:42][CH:41]=[CH:40][CH:39]=2)[N:33]=[C:32]([CH3:44])[CH:31]=1)=[C:28]=[O:29]. Product: [CH2:1]([N:8]([CH3:26])[C:9]([C:11]1([C:20]2[CH:25]=[CH:24][CH:23]=[CH:22][CH:21]=2)[CH2:12][CH2:13][N:14]([CH2:17][CH2:18][NH:19][C:28]([NH:27][C:30]2[CH:35]=[C:34](/[CH:36]=[CH:37]/[C:38]3[CH:43]=[CH:42][CH:41]=[CH:40][CH:39]=3)[N:33]=[C:32]([CH3:44])[CH:31]=2)=[O:29])[CH2:15][CH2:16]1)=[O:10])[C:2]1[CH:3]=[CH:4][CH:5]=[CH:6][CH:7]=1. The catalyst class is: 390. (6) Reactant: [CH3:1][S:2]([C:5]([C:8]1[CH:9]=[C:10]2[C:15](=[C:16]([C:18]3[CH:19]=[C:20]([C:24]4[CH:29]=[CH:28][C:27]([CH2:30]O)=[CH:26][CH:25]=4)[CH:21]=[CH:22][CH:23]=3)[CH:17]=1)[N:14]=[CH:13][CH:12]=[CH:11]2)([CH3:7])[CH3:6])(=[O:4])=[O:3].[BrH:32].O.[OH-].[Na+]. Product: [Br:32][CH2:30][C:27]1[CH:28]=[CH:29][C:24]([C:20]2[CH:21]=[CH:22][CH:23]=[C:18]([C:16]3[CH:17]=[C:8]([C:5]([S:2]([CH3:1])(=[O:4])=[O:3])([CH3:7])[CH3:6])[CH:9]=[C:10]4[C:15]=3[N:14]=[CH:13][CH:12]=[CH:11]4)[CH:19]=2)=[CH:25][CH:26]=1. The catalyst class is: 52. (7) Reactant: [OH-].[Li+].C[O:4][C:5]([C:7]12[CH2:14][CH2:13][C:10]([CH2:15][OH:16])([CH2:11][CH2:12]1)[CH2:9][CH2:8]2)=[O:6]. Product: [OH:16][CH2:15][C:10]12[CH2:13][CH2:14][C:7]([C:5]([OH:6])=[O:4])([CH2:8][CH2:9]1)[CH2:12][CH2:11]2. The catalyst class is: 36.